Predict the reaction yield, written as a fraction of the theoretical maximum amount of product (1.0 means a 100% yield; for example, 0.34 means a 34% yield). From a dataset of Reaction yield outcomes from USPTO patents with 853,638 reactions. (1) The reactants are [I:1][C:2]1[CH:3]=[C:4]([NH3+:16])[CH:5]=[C:6]([C:8](=[O:15])[NH:9][CH:10]([CH3:14])[CH2:11][O:12][CH3:13])[CH:7]=1.[N-:17]=[N+:18]=[N-:19].[Na+].[CH:21](OCC)(OCC)OCC. The catalyst is CC(O)=O. The product is [I:1][C:2]1[CH:7]=[C:6]([CH:5]=[C:4]([N:16]2[CH:21]=[N:19][N:18]=[N:17]2)[CH:3]=1)[C:8]([NH:9][CH:10]([CH3:14])[CH2:11][O:12][CH3:13])=[O:15]. The yield is 0.720. (2) The reactants are Cl.[F:2][CH2:3][CH2:4][CH2:5][NH2:6].[CH3:7][CH2:8][CH2:9][CH2:10][CH2:11][CH3:12].[C:13]([O:16]CC)(=[O:15])C. No catalyst specified. The product is [F:2][CH2:3][CH2:4][CH2:5][NH:6][C:13](=[O:15])[O:16][C:9]1[CH:8]=[CH:7][CH:12]=[CH:11][CH:10]=1. The yield is 0.294. (3) The product is [Cl:3][C:4]1[CH:9]=[CH:8][C:7]([C:10]2[N:11]([CH2:24][CH:25]3[CH2:30][CH2:29][CH2:28][CH2:27][CH2:26]3)[C:12]3[CH:18]=[C:17]([F:19])[C:16]([F:20])=[CH:15][C:13]=3[N:14]=2)=[C:6]([O:21][CH3:22])[CH:5]=1. The yield is 0.530. The reactants are [H-].[Na+].[Cl:3][C:4]1[CH:9]=[CH:8][C:7]([C:10]2[NH:14][C:13]3[CH:15]=[C:16]([F:20])[C:17]([F:19])=[CH:18][C:12]=3[N:11]=2)=[C:6]([O:21][CH3:22])[CH:5]=1.Br[CH2:24][CH:25]1[CH2:30][CH2:29][CH2:28][CH2:27][CH2:26]1. The catalyst is CN(C)C=O. (4) The reactants are C([O:5][C:6]([C:8]1[C:13]([O:14][CH2:15][C:16]2[CH:21]=[CH:20][CH:19]=[CH:18][CH:17]=2)=[C:12]([OH:22])[N:11]=[C:10]([CH2:23][C:24]2[CH:29]=[CH:28][CH:27]=[C:26]([Cl:30])[C:25]=2[Cl:31])[N:9]=1)=[O:7])(C)(C)C.O.[OH-].[Li+]. The catalyst is O1CCCC1.O. The product is [CH2:15]([O:14][C:13]1[C:8]([C:6]([OH:7])=[O:5])=[N:9][C:10]([CH2:23][C:24]2[CH:29]=[CH:28][CH:27]=[C:26]([Cl:30])[C:25]=2[Cl:31])=[N:11][C:12]=1[OH:22])[C:16]1[CH:21]=[CH:20][CH:19]=[CH:18][CH:17]=1. The yield is 0.853. (5) The reactants are [Cl:1][C:2]1[C:18]([I:19])=[CH:17][C:5]2[C:6](=O)/[C:7](=[CH:12]\N(C)C)/[CH2:8][C:9](=[O:11])[NH:10][C:4]=2[CH:3]=1.Cl.[NH2:21][C:22]([NH2:24])=[NH:23].C(=O)([O-])[O-].[K+].[K+].O. The catalyst is CCO. The product is [NH2:23][C:22]1[N:24]=[CH:12][C:7]2[CH2:8][C:9](=[O:11])[NH:10][C:4]3[CH:3]=[C:2]([Cl:1])[C:18]([I:19])=[CH:17][C:5]=3[C:6]=2[N:21]=1. The yield is 0.820.